This data is from Reaction yield outcomes from USPTO patents with 853,638 reactions. The task is: Predict the reaction yield, written as a fraction of the theoretical maximum amount of product (1.0 means a 100% yield; for example, 0.34 means a 34% yield). (1) The reactants are CC1C=CC(S([N:11]2[C:15]3=[N:16][CH:17]=[CH:18][C:19](B4OC(C)(C)C(C)(C)O4)=[C:14]3[CH:13]=[C:12]2[C:29]2[CH2:30][CH2:31][CH2:32][N:33]([C:35]([O:37][C:38]([CH3:41])([CH3:40])[CH3:39])=[O:36])[CH:34]=2)(=O)=O)=CC=1.[O-]P([O-])([O-])=O.[K+].[K+].[K+].Br[C:51]1[S:55][C:54]([S:56]([NH:59][CH:60]2[CH2:65][CH2:64][S:63](=[O:67])(=[O:66])[CH2:62][CH2:61]2)(=[O:58])=[O:57])=[CH:53][CH:52]=1.[OH-].[Na+].Cl. The catalyst is O1CCOCC1.O. The product is [O:67]=[S:63]1(=[O:66])[CH2:64][CH2:65][CH:60]([NH:59][S:56]([C:54]2[S:55][C:51]([C:19]3[CH:18]=[CH:17][N:16]=[C:15]4[NH:11][C:12]([C:29]5[CH2:30][CH2:31][CH2:32][N:33]([C:35]([O:37][C:38]([CH3:39])([CH3:41])[CH3:40])=[O:36])[CH:34]=5)=[CH:13][C:14]=34)=[CH:52][CH:53]=2)(=[O:58])=[O:57])[CH2:61][CH2:62]1. The yield is 0.210. (2) The reactants are Cl.[NH2:2][CH2:3][C:4]1[CH:5]=[C:6]([CH2:10][N:11]2[C:19]3[C:14](=[C:15]([O:20][CH3:21])[CH:16]=[CH:17][CH:18]=3)[C:13]([NH:22][S:23]([C:26]3[S:27][C:28]([Cl:31])=[CH:29][CH:30]=3)(=[O:25])=[O:24])=[N:12]2)[CH:7]=[CH:8][CH:9]=1.C(N(CC)CC)C.C(O)(=O)C.[O-:43][C:44]#[N:45].[K+]. The catalyst is C(OCC)(=O)C.O. The product is [NH2:45][C:44]([NH:2][CH2:3][C:4]1[CH:5]=[C:6]([CH2:10][N:11]2[C:19]3[C:14](=[C:15]([O:20][CH3:21])[CH:16]=[CH:17][CH:18]=3)[C:13]([NH:22][S:23]([C:26]3[S:27][C:28]([Cl:31])=[CH:29][CH:30]=3)(=[O:25])=[O:24])=[N:12]2)[CH:7]=[CH:8][CH:9]=1)=[O:43]. The yield is 0.0500.